From a dataset of Catalyst prediction with 721,799 reactions and 888 catalyst types from USPTO. Predict which catalyst facilitates the given reaction. (1) Reactant: [Cl:1][C:2]1[CH:9]=[CH:8][CH:7]=[CH:6][C:3]=1[CH2:4]Br.[P:10]([O:17]CC)([O:14][CH2:15][CH3:16])[O:11][CH2:12][CH3:13]. Product: [CH2:12]([O:11][P:10]([CH2:4][C:3]1[CH:6]=[CH:7][CH:8]=[CH:9][C:2]=1[Cl:1])(=[O:17])[O:14][CH2:15][CH3:16])[CH3:13]. The catalyst class is: 673. (2) Reactant: [Cl:1][C:2]1[CH:7]=[CH:6][CH:5]=[CH:4][C:3]=1[C@H:8]([N:18]([C:34]1[CH:39]=[CH:38][CH:37]=[C:36]([F:40])[CH:35]=1)[C:19]([C@@H:21]1[CH2:25][C@@H:24]([OH:26])[CH2:23][N:22]1C(OC(C)(C)C)=O)=[O:20])[C:9]([NH:11][CH:12]1[CH2:15][C:14]([F:17])([F:16])[CH2:13]1)=[O:10].C(O)(C(F)(F)F)=O.C([O-])(O)=O.[Na+]. Product: [Cl:1][C:2]1[CH:7]=[CH:6][CH:5]=[CH:4][C:3]=1[C@H:8]([N:18]([C:34]1[CH:39]=[CH:38][CH:37]=[C:36]([F:40])[CH:35]=1)[C:19]([C@@H:21]1[CH2:25][C@@H:24]([OH:26])[CH2:23][NH:22]1)=[O:20])[C:9]([NH:11][CH:12]1[CH2:15][C:14]([F:16])([F:17])[CH2:13]1)=[O:10]. The catalyst class is: 2. (3) Reactant: Br[C:2]1[N:6]([CH:7]([C:18]2[CH:23]=[CH:22][CH:21]=[CH:20][CH:19]=2)[CH2:8][CH2:9][O:10][Si](C(C)(C)C)(C)C)[N:5]=[C:4]([N+:24]([O-:26])=[O:25])[N:3]=1.[F-].C([N+](CCCC)(CCCC)CCCC)CCC.O. Product: [N+:24]([C:4]1[N:3]=[C:2]2[O:10][CH2:9][CH2:8][CH:7]([C:18]3[CH:23]=[CH:22][CH:21]=[CH:20][CH:19]=3)[N:6]2[N:5]=1)([O-:26])=[O:25]. The catalyst class is: 7. (4) Reactant: [C:1]([C:3]1[CH:8]=[CH:7][C:6]([C:9]2[N:13]3[CH:14]=[C:15]([C:18]4[CH:26]=[CH:25][C:21]([C:22](O)=[O:23])=[CH:20][CH:19]=4)[CH:16]=[CH:17][C:12]3=[N:11][CH:10]=2)=[CH:5][CH:4]=1)#[N:2].CN(C(ON1N=NC2C=CC=NC1=2)=[N+](C)C)C.F[P-](F)(F)(F)(F)F.CN1CCOCC1.[C:58]([N:65]1[CH2:70][CH2:69][N:68]([CH:71]2[CH2:76][CH2:75][NH:74][CH2:73][CH2:72]2)[CH2:67][CH2:66]1)([O:60][C:61]([CH3:64])([CH3:63])[CH3:62])=[O:59]. Product: [C:1]([C:3]1[CH:4]=[CH:5][C:6]([C:9]2[N:13]3[CH:14]=[C:15]([C:18]4[CH:26]=[CH:25][C:21]([C:22]([N:74]5[CH2:75][CH2:76][CH:71]([N:68]6[CH2:67][CH2:66][N:65]([C:58]([O:60][C:61]([CH3:64])([CH3:63])[CH3:62])=[O:59])[CH2:70][CH2:69]6)[CH2:72][CH2:73]5)=[O:23])=[CH:20][CH:19]=4)[CH:16]=[CH:17][C:12]3=[N:11][CH:10]=2)=[CH:7][CH:8]=1)#[N:2]. The catalyst class is: 18. (5) Reactant: [N:1]1[CH:6]=[CH:5][CH:4]=[CH:3][C:2]=1[CH2:7][NH2:8].[C:9](O[C:9]([O:11][C:12]([CH3:15])([CH3:14])[CH3:13])=[O:10])([O:11][C:12]([CH3:15])([CH3:14])[CH3:13])=[O:10]. Product: [N:1]1[CH:6]=[CH:5][CH:4]=[CH:3][C:2]=1[CH2:7][NH:8][C:9](=[O:10])[O:11][C:12]([CH3:15])([CH3:14])[CH3:13]. The catalyst class is: 119. (6) Reactant: [CH3:1][O:2][C:3]1[CH:4]=[C:5]([CH:8]=[C:9]([O:11][CH3:12])[CH:10]=1)[CH:6]=O.[N:13]([CH2:16][C:17]([O:19][CH3:20])=[O:18])=[N+:14]=[N-:15].C[O-].[Na+]. Product: [N:13]([C:16](=[CH:6][C:5]1[CH:4]=[C:3]([O:2][CH3:1])[CH:10]=[C:9]([O:11][CH3:12])[CH:8]=1)[C:17]([O:19][CH3:20])=[O:18])=[N+:14]=[N-:15]. The catalyst class is: 5.